Dataset: Reaction yield outcomes from USPTO patents with 853,638 reactions. Task: Predict the reaction yield, written as a fraction of the theoretical maximum amount of product (1.0 means a 100% yield; for example, 0.34 means a 34% yield). (1) The reactants are [NH2:1][C:2]1[N:7]=[CH:6][C:5]([N:8]2[CH2:13][CH2:12][N:11]([C:14]([O:16][C:17]([CH3:20])([CH3:19])[CH3:18])=[O:15])[CH2:10][C@@H:9]2[CH3:21])=[CH:4][CH:3]=1.Br[C:23]1[C:24]([O:30][CH3:31])=[N:25][CH:26]=[C:27]([Cl:29])[CH:28]=1.CC1(C)C2C(=C(P(C3C=CC=CC=3)C3C=CC=CC=3)C=CC=2)OC2C(P(C3C=CC=CC=3)C3C=CC=CC=3)=CC=CC1=2.C(=O)([O-])[O-].[Cs+].[Cs+]. The catalyst is C1C=CC(/C=C/C(/C=C/C2C=CC=CC=2)=O)=CC=1.C1C=CC(/C=C/C(/C=C/C2C=CC=CC=2)=O)=CC=1.C1C=CC(/C=C/C(/C=C/C2C=CC=CC=2)=O)=CC=1.[Pd].[Pd].O1CCOCC1. The product is [Cl:29][C:27]1[CH:28]=[C:23]([NH:1][C:2]2[N:7]=[CH:6][C:5]([N:8]3[CH2:13][CH2:12][N:11]([C:14]([O:16][C:17]([CH3:20])([CH3:19])[CH3:18])=[O:15])[CH2:10][C@@H:9]3[CH3:21])=[CH:4][CH:3]=2)[C:24]([O:30][CH3:31])=[N:25][CH:26]=1. The yield is 0.570. (2) The product is [ClH:1].[Cl:1][C:2]1[CH:3]=[CH:4][C:5]([CH2:8][CH2:9][N:10]2[CH2:15][CH2:14][N:13]([C:16]3[CH:21]=[CH:20][C:19]4[C:22]5[CH2:23][NH:24][CH2:25][CH2:26][C:27]=5[O:28][C:18]=4[CH:17]=3)[C:12](=[O:29])[CH2:11]2)=[N:6][CH:7]=1. The reactants are [Cl:1][C:2]1[CH:3]=[CH:4][C:5]([CH2:8][CH2:9][N:10]2[CH2:15][CH2:14][N:13]([C:16]3[CH:21]=[CH:20][C:19]4[C:22]5[CH2:23][NH:24][CH2:25][CH2:26][C:27]=5[O:28][C:18]=4[CH:17]=3)[C:12](=[O:29])[CH2:11]2)=[N:6][CH:7]=1.Cl.CCOCC. The catalyst is CO. The yield is 1.00. (3) The reactants are [C:1]1([C:7]2([C:10]([O-:12])=[O:11])[CH2:9][CH2:8]2)[CH:6]=[CH:5][CH:4]=[CH:3][CH:2]=1.[N+:13]([O-:16])([O-])=[O:14].[K+].OS(O)(=O)=O.[CH2:23](Cl)Cl. No catalyst specified. The product is [N+:13]([C:4]1[CH:5]=[CH:6][C:1]([C:7]2([C:10]([O:12][CH3:23])=[O:11])[CH2:9][CH2:8]2)=[CH:2][CH:3]=1)([O-:16])=[O:14]. The yield is 0.680. (4) The reactants are O[C:2]1[CH:7]=[CH:6][N:5]=[CH:4][C:3]=1[NH:8][C:9](=O)[C:10]1[CH:15]=[CH:14][C:13]([N+:16]([O-:18])=[O:17])=[CH:12][CH:11]=1.P12(SP3(SP(SP(S3)(S1)=S)(=S)S2)=S)=[S:21]. The catalyst is N1C=CC=CC=1.CC1C=CC(C)=CC=1. The product is [N+:16]([C:13]1[CH:14]=[CH:15][C:10]([C:9]2[S:21][C:2]3[CH:7]=[CH:6][N:5]=[CH:4][C:3]=3[N:8]=2)=[CH:11][CH:12]=1)([O-:18])=[O:17]. The yield is 0.590. (5) The catalyst is C(#N)C. The reactants are [NH:1]1[CH:5]=[C:4]([C:6]2[C:7]3[CH:14]=[CH:13][N:12]([CH2:15][O:16][CH2:17][CH2:18][Si:19]([CH3:22])([CH3:21])[CH3:20])[C:8]=3[N:9]=[CH:10][N:11]=2)[CH:3]=[N:2]1.[CH:23](/[C:29]#[N:30])=[CH:24]\[C:25]([F:28])([F:27])[F:26]. The product is [F:26][C:25]([F:28])([F:27])[CH:24]([N:1]1[CH:5]=[C:4]([C:6]2[C:7]3[CH:14]=[CH:13][N:12]([CH2:15][O:16][CH2:17][CH2:18][Si:19]([CH3:22])([CH3:21])[CH3:20])[C:8]=3[N:9]=[CH:10][N:11]=2)[CH:3]=[N:2]1)[CH2:23][C:29]#[N:30]. The yield is 0.913. (6) The reactants are CC1(C)C(C)(C)OB([C:9]2[CH:10]=[CH:11][C:12]([NH2:15])=[N:13][CH:14]=2)O1.Br[C:18]1[CH:55]=[CH:54][C:21]2=[N:22][CH:23]=[C:24]3[C:29]([N:28]([C:30]4[CH:35]=[CH:34][C:33]([N:36]5[CH2:41][CH2:40][N:39]([C:42]([O:44][C:45]([CH3:48])([CH3:47])[CH3:46])=[O:43])[CH2:38][CH2:37]5)=[C:32]([C:49]([F:52])([F:51])[F:50])[CH:31]=4)[C:27](=[O:53])[CH:26]=[CH:25]3)=[C:20]2[CH:19]=1. The catalyst is CN(C=O)C.C([O-])([O-])=O.[Na+].[Na+].C1C=CC([P]([Pd]([P](C2C=CC=CC=2)(C2C=CC=CC=2)C2C=CC=CC=2)([P](C2C=CC=CC=2)(C2C=CC=CC=2)C2C=CC=CC=2)[P](C2C=CC=CC=2)(C2C=CC=CC=2)C2C=CC=CC=2)(C2C=CC=CC=2)C2C=CC=CC=2)=CC=1. The product is [NH2:15][C:12]1[N:13]=[CH:14][C:9]([C:18]2[CH:55]=[CH:54][C:21]3=[N:22][CH:23]=[C:24]4[C:29]([N:28]([C:30]5[CH:35]=[CH:34][C:33]([N:36]6[CH2:37][CH2:38][N:39]([C:42]([O:44][C:45]([CH3:46])([CH3:47])[CH3:48])=[O:43])[CH2:40][CH2:41]6)=[C:32]([C:49]([F:51])([F:52])[F:50])[CH:31]=5)[C:27](=[O:53])[CH:26]=[CH:25]4)=[C:20]3[CH:19]=2)=[CH:10][CH:11]=1. The yield is 0.780.